Dataset: Peptide-MHC class II binding affinity with 134,281 pairs from IEDB. Task: Regression. Given a peptide amino acid sequence and an MHC pseudo amino acid sequence, predict their binding affinity value. This is MHC class II binding data. The binding affinity (normalized) is 0.512. The MHC is DRB1_1602 with pseudo-sequence DRB1_1602. The peptide sequence is EEKYFAATQFEPLAA.